From a dataset of Full USPTO retrosynthesis dataset with 1.9M reactions from patents (1976-2016). Predict the reactants needed to synthesize the given product. (1) Given the product [CH3:26][C:25]([CH3:28])([CH3:27])[C:24]([O:1]/[C:2](/[C:16]1[N:20]([CH3:21])[N:19]=[C:18]([CH3:22])[C:17]=1[CH3:23])=[C:3](\[C:6]1[CH:7]=[CH:8][C:9]([C:12]([CH3:15])([CH3:14])[CH3:13])=[CH:10][CH:11]=1)/[C:4]#[N:5])=[O:29], predict the reactants needed to synthesize it. The reactants are: [O:1]=[C:2]([C:16]1[N:20]([CH3:21])[N:19]=[C:18]([CH3:22])[C:17]=1[CH3:23])[CH:3]([C:6]1[CH:11]=[CH:10][C:9]([C:12]([CH3:15])([CH3:14])[CH3:13])=[CH:8][CH:7]=1)[C:4]#[N:5].[C:24](Cl)(=[O:29])[C:25]([CH3:28])([CH3:27])[CH3:26]. (2) Given the product [CH2:1]([C@@H:3]1[CH2:7][CH2:6][CH2:5][N:4]1[C:8]1[N:13]=[C:12]([NH:14][CH3:15])[N:11]=[C:10]([C:16]2[CH:17]=[C:18]3[C:19]([C:20]([NH2:21])=[N:36][NH:37]3)=[C:22]([S:24][CH3:25])[CH:23]=2)[CH:9]=1)[CH3:2], predict the reactants needed to synthesize it. The reactants are: [CH2:1]([C@@H:3]1[CH2:7][CH2:6][CH2:5][N:4]1[C:8]1[N:13]=[C:12]([NH:14][CH3:15])[N:11]=[C:10]([C:16]2[CH:23]=[C:22]([S:24][CH3:25])[C:19]([C:20]#[N:21])=[C:18](F)[CH:17]=2)[CH:9]=1)[CH3:2].CCN(C(C)C)C(C)C.[NH2:36][NH2:37]. (3) Given the product [Br:13][C:2]1[S:1][C:5]([C:7]2[CH:12]=[CH:11][CH:10]=[CH:9][CH:8]=2)=[CH:4][CH:3]=1.[Br:6][C:2]1[S:1][C:5]([C:14]2[CH:19]=[CH:18][C:17]([F:20])=[CH:16][CH:15]=2)=[CH:4][CH:3]=1.[Br:73][C:2]1[S:1][C:5]([C:24]2[CH:23]=[C:22]([F:21])[CH:27]=[C:26]([F:28])[CH:25]=2)=[CH:4][CH:3]=1, predict the reactants needed to synthesize it. The reactants are: [S:1]1[CH:5]=[CH:4][CH:3]=[CH:2]1.[Br:6][C:7]1[CH:12]=[CH:11][CH:10]=[CH:9][CH:8]=1.[Br:13][C:14]1[CH:19]=[CH:18][C:17]([F:20])=[CH:16][CH:15]=1.[F:21][C:22]1[CH:23]=[C:24](Br)[CH:25]=[C:26]([F:28])[CH:27]=1.C1(C2SC=CC=2)C=CC=CC=1.FC1C=CC(C2SC=CC=2)=CC=1.FC1C=C(C2SC=CC=2)C=C(F)C=1.C1C(=O)N([Br:73])C(=O)C1. (4) Given the product [CH2:11]([O:10][C:8]([C:4]1[NH:5][CH:6]=[C:7]2[CH:27]([C:25]3[O:26][C:22]([S:21][C:19]4[NH:18][C:17]5[CH:29]=[CH:30][C:14]([CH3:13])=[CH:15][C:16]=5[N:20]=4)=[CH:23][CH:24]=3)[C:36]3[C:34](=[O:35])[CH2:33][C:32]([CH3:40])([CH3:31])[CH2:39][C:37]=3[NH:2][C:3]=12)=[O:9])[CH3:12], predict the reactants needed to synthesize it. The reactants are: Cl.[NH2:2][C:3]1[CH:7]=[CH:6][NH:5][C:4]=1[C:8]([O:10][CH2:11][CH3:12])=[O:9].[CH3:13][C:14]1[CH:30]=[CH:29][C:17]2[NH:18][C:19]([S:21][C:22]3[O:26][C:25]([CH:27]=O)=[CH:24][CH:23]=3)=[N:20][C:16]=2[CH:15]=1.[CH3:31][C:32]1([CH3:40])[CH2:39][C:37](=O)[CH2:36][C:34](=[O:35])[CH2:33]1.C(N(CC)C(C)C)(C)C. (5) Given the product [Cl:27][C:10]1[C:9]([OH:8])=[C:18]2[C:13]([CH:14]=[CH:15][CH:16]=[N:17]2)=[C:12]([S:19]([CH:22]2[CH2:26][CH2:25][CH2:24][CH2:23]2)(=[O:20])=[O:21])[CH:11]=1, predict the reactants needed to synthesize it. The reactants are: C([O:8][C:9]1[C:10]([Cl:27])=[CH:11][C:12]([S:19]([CH:22]2[CH2:26][CH2:25][CH2:24][CH2:23]2)(=[O:21])=[O:20])=[C:13]2[C:18]=1[N:17]=[CH:16][CH:15]=[CH:14]2)C1C=CC=CC=1.Cl.